Task: Regression. Given two drug SMILES strings and cell line genomic features, predict the synergy score measuring deviation from expected non-interaction effect.. Dataset: NCI-60 drug combinations with 297,098 pairs across 59 cell lines (1) Drug 1: C1=CC(=CC=C1CCCC(=O)O)N(CCCl)CCCl. Drug 2: CC1=C2C(C(=O)C3(C(CC4C(C3C(C(C2(C)C)(CC1OC(=O)C(C(C5=CC=CC=C5)NC(=O)OC(C)(C)C)O)O)OC(=O)C6=CC=CC=C6)(CO4)OC(=O)C)O)C)O. Cell line: PC-3. Synergy scores: CSS=12.2, Synergy_ZIP=-13.1, Synergy_Bliss=-13.6, Synergy_Loewe=-11.9, Synergy_HSA=-9.65. (2) Drug 1: CCC1=C2CN3C(=CC4=C(C3=O)COC(=O)C4(CC)O)C2=NC5=C1C=C(C=C5)O. Drug 2: CN(CCCl)CCCl.Cl. Cell line: K-562. Synergy scores: CSS=54.2, Synergy_ZIP=-16.0, Synergy_Bliss=-8.75, Synergy_Loewe=-2.38, Synergy_HSA=-0.367. (3) Drug 1: CC1=C(C=C(C=C1)NC2=NC=CC(=N2)N(C)C3=CC4=NN(C(=C4C=C3)C)C)S(=O)(=O)N.Cl. Drug 2: C(=O)(N)NO. Cell line: UO-31. Synergy scores: CSS=5.44, Synergy_ZIP=-2.58, Synergy_Bliss=-1.09, Synergy_Loewe=2.79, Synergy_HSA=1.61. (4) Drug 1: C1CCN(CC1)CCOC2=CC=C(C=C2)C(=O)C3=C(SC4=C3C=CC(=C4)O)C5=CC=C(C=C5)O. Drug 2: CN(C(=O)NC(C=O)C(C(C(CO)O)O)O)N=O. Cell line: SNB-19. Synergy scores: CSS=6.44, Synergy_ZIP=2.23, Synergy_Bliss=7.19, Synergy_Loewe=2.36, Synergy_HSA=3.59. (5) Drug 1: CN(C)N=NC1=C(NC=N1)C(=O)N. Drug 2: C1CC(C1)(C(=O)O)C(=O)O.[NH2-].[NH2-].[Pt+2]. Cell line: SK-MEL-5. Synergy scores: CSS=28.7, Synergy_ZIP=-8.34, Synergy_Bliss=-2.01, Synergy_Loewe=-16.1, Synergy_HSA=-2.80. (6) Drug 1: C1CCC(C1)C(CC#N)N2C=C(C=N2)C3=C4C=CNC4=NC=N3. Drug 2: C1=CC(=CC=C1CC(C(=O)O)N)N(CCCl)CCCl.Cl. Cell line: MDA-MB-435. Synergy scores: CSS=-14.9, Synergy_ZIP=5.53, Synergy_Bliss=-1.61, Synergy_Loewe=-9.58, Synergy_HSA=-8.74.